This data is from Forward reaction prediction with 1.9M reactions from USPTO patents (1976-2016). The task is: Predict the product of the given reaction. Given the reactants B.[Cl:2][C:3]1[CH:4]=[CH:5][C:6]([CH2:12][C:13]([O:15][CH3:16])=[O:14])=[C:7]([CH:11]=1)[C:8](O)=[O:9], predict the reaction product. The product is: [CH3:16][O:15][C:13](=[O:14])[CH2:12][C:6]1[CH:5]=[CH:4][C:3]([Cl:2])=[CH:11][C:7]=1[CH2:8][OH:9].